Dataset: Peptide-MHC class II binding affinity with 134,281 pairs from IEDB. Task: Regression. Given a peptide amino acid sequence and an MHC pseudo amino acid sequence, predict their binding affinity value. This is MHC class II binding data. (1) The peptide sequence is AVQVTFTVQKGSDPK. The MHC is HLA-DPA10103-DPB10201 with pseudo-sequence HLA-DPA10103-DPB10201. The binding affinity (normalized) is 0.248. (2) The peptide sequence is AVNGKKSAHGSPTFW. The MHC is HLA-DQA10201-DQB10402 with pseudo-sequence HLA-DQA10201-DQB10402. The binding affinity (normalized) is 0. (3) The peptide sequence is AAYLATRGLDVVDAV. The MHC is DRB5_0101 with pseudo-sequence DRB5_0101. The binding affinity (normalized) is 0.665.